From a dataset of Forward reaction prediction with 1.9M reactions from USPTO patents (1976-2016). Predict the product of the given reaction. The product is: [CH2:3]([C:17]1([C:19]([OH:21])=[O:20])[C:18]2[CH:6]=[CH:7][CH:8]=[CH:9][C:10]=2[C:11]2[C:16]1=[CH:15][CH:14]=[CH:13][CH:12]=2)[CH:2]=[CH2:1]. Given the reactants [CH2:1]([Li])[CH2:2][CH2:3]C.[CH:6]1[C:18]2[CH:17]([C:19]([OH:21])=[O:20])[C:16]3[C:11](=[CH:12][CH:13]=[CH:14][CH:15]=3)[C:10]=2[CH:9]=[CH:8][CH:7]=1.C(Br)C=C.[Cl-].[NH4+], predict the reaction product.